From a dataset of Reaction yield outcomes from USPTO patents with 853,638 reactions. Predict the reaction yield, written as a fraction of the theoretical maximum amount of product (1.0 means a 100% yield; for example, 0.34 means a 34% yield). The reactants are [CH3:1][C:2]1[C:6]([CH3:7])=[C:5]([NH:8][C:9](=[O:16])OCC(Cl)(Cl)Cl)[O:4][N:3]=1.[C:17]1([C:29]2[CH:34]=[CH:33][CH:32]=[CH:31][CH:30]=2)[CH:22]=[CH:21][CH:20]=[C:19]([N:23]2[CH2:28][CH2:27][NH:26][CH2:25][CH2:24]2)[CH:18]=1.C(N(C(C)C)CC)(C)C.O. The catalyst is CS(C)=O. The product is [C:17]1([C:29]2[CH:30]=[CH:31][CH:32]=[CH:33][CH:34]=2)[CH:22]=[CH:21][CH:20]=[C:19]([N:23]2[CH2:24][CH2:25][N:26]([C:9]([NH:8][C:5]3[O:4][N:3]=[C:2]([CH3:1])[C:6]=3[CH3:7])=[O:16])[CH2:27][CH2:28]2)[CH:18]=1. The yield is 0.626.